Dataset: Experimentally validated miRNA-target interactions with 360,000+ pairs, plus equal number of negative samples. Task: Binary Classification. Given a miRNA mature sequence and a target amino acid sequence, predict their likelihood of interaction. (1) The miRNA is mmu-miR-26a-5p with sequence UUCAAGUAAUCCAGGAUAGGCU. The protein sequence of the target gene is MAPAPPPAASFTPAEVQRRLAAGACWVRRGASLYDLTSFVRHHPGGEQLLLARAGQDISADLDGPPHRHSDNARRWLEQYYVGELRADPQDPTENGAVASAETQKTDPALEPQFKVVDWDKDLVDWQKPLLWQVGHLGEKYDEWVHQPVARPIRLFHSDLIEAFSKTVWYSVPIIWVPLVLYLSWSYYRTLTQDNIRLFASLTREYSMMMPESVFIGLFVLGMLFWTFVEYVIHRFLFHMKPPSNSHYLIMLHFVMHGQHHKAPFDGSRLVFPPVPASLVIAFFYVFLRLILPETVGGII.... Result: 1 (interaction). (2) The miRNA is hsa-miR-128-3p with sequence UCACAGUGAACCGGUCUCUUU. The protein sequence of the target gene is MPGKPKHLGVPNGRMVLAVSDGELSSTTGPQGQGEGRGSSLSIHSLPSGPSSPFPTEEQPVASWALSFERLLQDPLGLAYFTEFLKKEFSAENVTFWKACERFQQIPASDTQQLAQEARNIYQEFLSSQALSPVNIDRQAWLGEEVLAEPRPDMFRAQQLQIFNLMKFDSYARFVKSPLYRECLLAEAEGRPLREPGSSRLGSPDATRKKPKLKPGKSLPLGVEELGQLPPVEGPGGRPLRKSFRRELGGTANAALRRESQGSLNSSASLDLGFLAFVSSKSESHRKSLGSTEGESESRP.... Result: 1 (interaction). (3) The miRNA is hsa-miR-8064 with sequence AGCACACUGAGCGAGCGGAC. The protein sequence of the target gene is MMHFKSGLELTELQNMTVPEDDNISNDSNDFTEVENGQINSKFISDRESRRSLTNSHLEKKKCDEYIPGTTSLGMSVFNLSNAIMGSGILGLAFALANTGILLFLVLLTSVTLLSIYSINLLLICSKETGCMVYEKLGEQVFGTTGKFVIFGATSLQNTGAMLSYLFIVKNELPSAIKFLMGKEETFSAWYVDGRVLVVIVTFGIILPLCLLKNLGYLGYTSGFSLSCMVFFLIVVIYKKFQIPCIVPELNSTISANSTNADTCTPKYVTFNSKTVYALPTIAFAFVCHPSVLPIYSELK.... Result: 0 (no interaction). (4) The miRNA is mmu-miR-146a-5p with sequence UGAGAACUGAAUUCCAUGGGUU. The protein sequence of the target gene is MPVQAPQWTDFLSCPICTQTFDETIRKPISLGCGHTVCKMCLNKLHRKACPFDQTTINTDIELLPVNSALLQLVGAQIPEQQPITLCSGVEDTKHYEEAKKCVEELALYLKPLSSARGVGLNSTTQSVLSRPMQRKLVTLVHCQLVEEEGRIRAMRAARSLGERTVTELILQHQNPQQLSSNLWAAVRARGCQFLGPAMQEEALKLVLLALEDGSALSRKVLVLFVVQRLEPRFPQASKTSIGHVVQLLYRASCFKVTKRDEDSSLMQLKEEFRTYEALRREHDSQIVQIAMEAGLRIAP.... Result: 1 (interaction). (5) The miRNA is mmu-miR-882 with sequence AGGAGAGAGUUAGCGCAUUAGU. The protein sequence of the target gene is MEGTHCTLQLHNPIAELCYISFYLPKGEVRGFSYKGTVTLDRSNNAFHNCYQVREGPDITSLSQQPNEHPGDIFFKQTPTKNILTELYKLTAEKERLLDSLLRSDNILGVSMGSQEGKLQELSVILATGDEYFQSAGNWRRELPVSSLIRRSTQENKKPRRSGRRRESPEELRQKRTRRKGRGCQESAFQMGKDQVCSSSSLSFRARPNLRLLEERGNLVPRGTLTSSLRRRESCPANILRTPDADLAFGNSGRTSEDTDLEGPLSPDSSPTEVGDADVGGQLKSSHQQEPPQPNVSESH.... Result: 0 (no interaction). (6) The miRNA is hsa-miR-26b-5p with sequence UUCAAGUAAUUCAGGAUAGGU. The protein sequence of the target gene is MSWKMALQIPGGFWAAAVTVMLVMLSTPVAEARDFPKDFLVQFKGMCYFTNGTERVRGVARYIYNREEYGRFDSDVGEFQAVTELGRSIEDWNNYKDFLEQERAAVDKVCRHNYEAELRTTLQRQVEPTVTISPSRTEALNHHNLLVCSVTDFYPAQIKVRWFRNDQEETAGVVSTSLIRNGDWTFQILVMLEITPQRGDIYTCQVEHPSLQSPITVEWRAQSESAQSKMLSGIGGFVLGLIFLGLGLIIRHRGQKGPRGPPPAGLLH. Result: 1 (interaction). (7) The miRNA is hsa-miR-3691-3p with sequence ACCAAGUCUGCGUCAUCCUCUC. The protein sequence of the target gene is MAAVSISVSLRQAMLGRRAMATAAVSVCRVPSRLLSTSTWKLADNQTRDTQLITVDEKLDITTLTGVPEEHIKTRKVRIFVPARNNMQSGVNNTKKWKMEFDTRERWENPLMGWASTADPLSNMVLTFSAKEDAIAFAEKNGWSYDVEEKKVPKPKSKSYGANFSWNKRTRVSTK. Result: 0 (no interaction).